Dataset: Full USPTO retrosynthesis dataset with 1.9M reactions from patents (1976-2016). Task: Predict the reactants needed to synthesize the given product. (1) Given the product [Cl:1][C:2]1[CH:24]=[CH:23][C:5]([CH2:6][N:7]2[C:11]([CH2:12][CH2:13][CH2:14][OH:15])=[CH:10][C:9]([O:19][CH:20]([CH3:22])[CH3:21])=[N:8]2)=[C:4]([F:25])[CH:3]=1, predict the reactants needed to synthesize it. The reactants are: [Cl:1][C:2]1[CH:24]=[CH:23][C:5]([CH2:6][N:7]2[C:11]([CH2:12][CH2:13][C:14](OCC)=[O:15])=[CH:10][C:9]([O:19][CH:20]([CH3:22])[CH3:21])=[N:8]2)=[C:4]([F:25])[CH:3]=1.[H-].C([Al+]CC(C)C)C(C)C.CO.[C@H](O)(C([O-])=O)[C@@H](O)C([O-])=O.[Na+].[K+]. (2) Given the product [C:9]12([CH2:8][CH:7]([NH:17][C:18](=[O:19])[O:20][CH2:21][C:22]3[CH:27]=[CH:26][CH:25]=[CH:24][CH:23]=3)[CH2:6][NH:28][CH3:29])[CH2:16][CH2:15][CH:12]([CH2:13][CH2:14]1)[CH2:11][CH2:10]2, predict the reactants needed to synthesize it. The reactants are: CS(O[CH2:6][CH:7]([NH:17][C:18]([O:20][CH2:21][C:22]1[CH:27]=[CH:26][CH:25]=[CH:24][CH:23]=1)=[O:19])[CH2:8][C:9]12[CH2:16][CH2:15][CH:12]([CH2:13][CH2:14]1)[CH2:11][CH2:10]2)(=O)=O.[NH2:28][CH3:29].